From a dataset of Catalyst prediction with 721,799 reactions and 888 catalyst types from USPTO. Predict which catalyst facilitates the given reaction. (1) Reactant: [C:1]([N:8]1[CH2:13][CH2:12][C:11](=[O:14])[CH2:10][CH2:9]1)([O:3][C:4]([CH3:7])([CH3:6])[CH3:5])=[O:2].CC(C)([O-])C.[Na+].C1(P(C2CCCCC2)C2C=CC=CC=2C2C=CC=CC=2C)CCCCC1.[F:47][C:48]1[CH:53]=[CH:52][C:51](Br)=[CH:50][CH:49]=1. Product: [F:47][C:48]1[CH:53]=[CH:52][C:51]([CH:10]2[C:11](=[O:14])[CH2:12][CH2:13][N:8]([C:1]([O:3][C:4]([CH3:7])([CH3:6])[CH3:5])=[O:2])[CH2:9]2)=[CH:50][CH:49]=1. The catalyst class is: 167. (2) Reactant: [C:1]1([CH:11]=O)[C:10]2[C:5](=[CH:6][CH:7]=[CH:8][CH:9]=2)[CH:4]=[CH:3][CH:2]=1.[C:13]([O:19][CH3:20])(=[O:18])[CH2:14][C:15]([CH3:17])=O.[OH-:21].[NH4+:22]. Product: [CH3:17][C:15]1[NH:22][C:15]([CH3:17])=[C:14]([C:13]([O:19][CH3:20])=[O:21])[CH:11]([C:1]2[C:10]3[C:5](=[CH:6][CH:7]=[CH:8][CH:9]=3)[CH:4]=[CH:3][CH:2]=2)[C:14]=1[C:13]([O:19][CH3:20])=[O:18]. The catalyst class is: 5. (3) Reactant: C[O:2][C:3]1[CH:4]=[C:5]2[C:9](=[CH:10][CH:11]=1)[NH:8][N:7]=[CH:6]2.B(Br)(Br)Br.[OH-].[Na+]. Product: [OH:2][C:3]1[CH:4]=[C:5]2[C:9](=[CH:10][CH:11]=1)[NH:8][N:7]=[CH:6]2. The catalyst class is: 2. (4) Product: [C:1]([O:5][C:6](=[O:7])[NH:8][C@@H:9]([CH2:13][C:14]1[CH:19]=[CH:18][CH:17]=[C:16]([I:20])[CH:15]=1)[CH2:10][OH:11])([CH3:4])([CH3:2])[CH3:3]. The catalyst class is: 7. Reactant: [C:1]([O:5][C:6]([NH:8][C@@H:9]([CH2:13][C:14]1[CH:19]=[CH:18][CH:17]=[C:16]([I:20])[CH:15]=1)[C:10](O)=[O:11])=[O:7])([CH3:4])([CH3:3])[CH3:2]. (5) Reactant: [NH:1]1[C:9]2[C:4](=[CH:5][CH:6]=[C:7]([N:10]3[CH2:15][CH2:14][O:13][CH2:12][CH2:11]3)[CH:8]=2)[CH:3]=[CH:2]1.[CH3:16][N:17]([CH3:39])[C:18]1[CH:38]=[CH:37][C:21]([C:22]([NH:24][C:25]2[CH:30]=[CH:29][CH:28]=[C:27](/[CH:31]=[CH:32]/[N+:33]([O-:35])=[O:34])[C:26]=2[F:36])=[O:23])=[CH:20][CH:19]=1.FC(F)(F)S(O[Yb](OS(C(F)(F)F)(=O)=O)OS(C(F)(F)F)(=O)=O)(=O)=O.C(OCC)(=O)C.CCCCCC. Product: [CH3:39][N:17]([CH3:16])[C:18]1[CH:19]=[CH:20][C:21]([C:22]([NH:24][C:25]2[CH:30]=[CH:29][CH:28]=[C:27]([CH:31]([C:3]3[C:4]4[C:9](=[CH:8][C:7]([N:10]5[CH2:15][CH2:14][O:13][CH2:12][CH2:11]5)=[CH:6][CH:5]=4)[NH:1][CH:2]=3)[CH2:32][N+:33]([O-:35])=[O:34])[C:26]=2[F:36])=[O:23])=[CH:37][CH:38]=1. The catalyst class is: 10. (6) Reactant: [NH:1]1[C:10]2[C:5](=[CH:6][CH:7]=[CH:8][CH:9]=2)[CH2:4][CH:3]([NH:11]C(=O)OC(C)(C)C)[CH2:2]1.[ClH:19]. Product: [ClH:19].[ClH:19].[NH:1]1[C:10]2[C:5](=[CH:6][CH:7]=[CH:8][CH:9]=2)[CH2:4][CH:3]([NH2:11])[CH2:2]1. The catalyst class is: 684.